This data is from Experimentally validated miRNA-target interactions with 360,000+ pairs, plus equal number of negative samples. The task is: Binary Classification. Given a miRNA mature sequence and a target amino acid sequence, predict their likelihood of interaction. (1) The miRNA is mmu-miR-340-3p with sequence UCCGUCUCAGUUACUUUAUAGC. The protein sequence of the target gene is MSSRSTWALLRLPLPLIRICSGKWGLRLQEKPALLFPGMAASTVQVAGRKDYPALLPLNESELEEQFVKGHGPGGQATNKTSNCVVLKHVPSGIVVKCHQTRSVDQNRKIARKVLQEKVDVFYNGENSPVHKEKLEAERRKRERKKRAKETLEKKKLLKELREASQNITEKKADADGIPRGFQE. Result: 0 (no interaction). (2) The miRNA is ssc-miR-27b-3p with sequence UUCACAGUGGCUAAGUUCUGC. The protein sequence of the target gene is MAAGLATWLPFARAAAVGWLPLAQQPLPPAPGVKASRGDEVLVVNVSGRRFETWKNTLDRYPDTLLGSSEKEFFYDADSGEYFFDRDPDMFRHVLNFYRTGRLHCPRQECIQAFDEELAFYGLVPELVGDCCLEEYRDRKKENAERLAEDEEAEQAGDGPALPAGSSLRQRLWRAFENPHTSTAALVFYYVTGFFIAVSVIANVVETIPCRGSARRSSREQPCGERFPQAFFCMDTACVLIFTGEYLLRLFAAPSRCRFLRSVMSLIDVVAILPYYIGLLVPKNDDVSGAFVTLRVFRVF.... Result: 0 (no interaction). (3) The miRNA is hsa-miR-6730-3p with sequence CCUGACACCCCAUCUGCCCUCA. The protein sequence of the target gene is MRVLACLLAALVGIQAVERLRLADGPHGCAGRLEVWHGGRWGTVCDDGWDLRDAAVACRQLGCGGALAAPGGAFFGEGAGPVWLSELACRGNEGQLGLCHHRGWKAHICSHEEDAGVVCAGQRVANSRDDSTSPLDGAPWPGLLLELSPSTEEPLVTHAPRPAGNPQNASRKKSPRPKQAKSTRAPLLTTGAPRQERLRLVSGPHRCAGRLEVWHGGRWGTVCDDGWDLRDAAVACRELGCGGALAAPGGARFGPGAGPVWMDDVGCGGGEQALRDCPRSPWGRSNCDHSEDAGLVCTGP.... Result: 0 (no interaction). (4) The miRNA is hsa-miR-550a-3p with sequence UGUCUUACUCCCUCAGGCACAU. The protein sequence of the target gene is MMEAIKKKMQMLKLDKENALDRAEQAEAEQKQAEERSKQLEDELAAMQKKLKGTEDELDKYSEALKDAQEKLELAEKKAADAEAEVASLNRRIQLVEEELDRAQERLATALQKLEEAEKAADESERGMKVIENRALKDEEKMELQEIQLKEAKHIAEEADRKYEEVARKLVIIEGDLERTEERAELAESKCSELEEELKNVTNNLKSLEAQAEKYSQKEDKYEEEIKILTDKLKEAETRAEFAERSVAKLEKTIDDLEDELYAQKLKYKAISEELDHALNDMTSI. Result: 1 (interaction). (5) The miRNA is hsa-miR-6879-5p with sequence CAGGGCAGGGAAGGUGGGAGAG. The protein sequence of the target gene is MSATSVDQRPKGQGNKVSVQNGSIHQKDAVNDDDFEPYLSSQTNQSNSYPPMSDPYMPSYYAPSIGFPYSLGEAAWSTAGDQPMPYLTTYGQMSNGEHHYIPDGVFSQPGALGNTPPFLGQHGFNFFPGNADFSTWGTSGSQGQSTQSSAYSSSYGYPPSSLGRAITDGQAGFGNDTLSKVPGISSIEQGMTGLKIGGDLTAAVTKTVGTALSSSGMTSIATNSVPPVSSAAPKPTSWAAIARKPAKPQPKLKPKGNVGIGGSAVPPPPIKHNMNIGTWDEKGSVVKAPPTQPVLPPQTI.... Result: 1 (interaction).